This data is from Oral bioavailability binary classification data from Ma et al.. The task is: Regression/Classification. Given a drug SMILES string, predict its absorption, distribution, metabolism, or excretion properties. Task type varies by dataset: regression for continuous measurements (e.g., permeability, clearance, half-life) or binary classification for categorical outcomes (e.g., BBB penetration, CYP inhibition). Dataset: bioavailability_ma. (1) The drug is O=C1NC(=O)C(c2ccccc2)(c2ccccc2)N1. The result is 1 (high bioavailability). (2) The compound is COc1ccc2c3c1O[C@H]1C[C@@H](O)C=C[C@@]31CCN(C)C2. The result is 1 (high bioavailability). (3) The result is 1 (high bioavailability). The drug is CC(C)(C)NCC(O)COc1cccc2c1C[C@H](O)[C@H](O)C2. (4) The drug is O=C(NC1CCN(CCc2c[nH]c3ccccc23)CC1)c1ccccc1. The result is 0 (low bioavailability).